From a dataset of Human Reference Interactome with 51,813 positive PPI pairs across 8,248 proteins, plus equal number of experimentally-validated negative pairs. Binary Classification. Given two protein amino acid sequences, predict whether they physically interact or not. (1) Protein 1 (ENSG00000161405) has sequence MEDIQTNAELKSTQEQSVPAESAAVLNDYSLTKSHEMENVDSGEGPANEDEDIGDDSMKVKDEYSERDENVLKSEPMGNAEEPEIPYSYSREYNEYENIKLERHVVSFDSSRPTSGKMNCDVCGLSCISFNVLMVHKRSHTGERPFQCNQCGASFTQKGNLLRHIKLHTGEKPFKCHLCNYACQRRDALTGHLRTHSVEKPYKCEFCGRSYKQRSSLEEHKERCRTFLQSTDPGDTGTGWGWVELSHLGIRLQDLNVPWCRLH*MEDIQTNAELKSTQEQSVPAESAAVLNDYSLTKSHE.... Protein 2 (ENSG00000171953) has sequence MWRSCLRLRDGGRRLLNRPAGGPSASMSPGPTIPSPARAYAPPTERKRFYQNVSITQGEGGFEINLDHRKLKTPQAKLFTVPSEALAIAVATEWDSQQDTIKYYTMHLTTLCNTSLDNPTQRNKDQLIRAAVKFLDTDTICYRVEEPETLVELQRNEWDPIIEWAEKRYGVEISSSTSIMGPSIPAKTREVLVSHLASYNTWALQMWRSCLRLRDGGRRLLNRPAGGPSASMSPGPTIPSPARAYAPPTERKRFYQNVSITQGEDHIVQHIIGQPNPEKQGSADPGSREVSGHRHHLLQG.... Result: 1 (the proteins interact). (2) Protein 1 (ENSG00000204909) has sequence MRATAIVLLLALTLATMFSIECAKQTKQMVDCSHYKKLPPGQQRFCHHMYDPICGSDGKTYKNDCFFCSKVKKTDGTLKFVHFGKC*MVFMNPSHHCFHYKTPPSSSGEHNEPRRLMGLTQPEHLQGIECAKQTKQMVDCSHYKKLPPGQQRFCHHMYDPICGSDGKTYKNDCFFCSKVKKTDGTLKFVHFGKC*. Protein 2 (ENSG00000139684) has sequence MKFAVYLPPKAETGKCPALYWLSGLTCTEQNFISKSGYHQSASEHGLVVIAPDTSPRGCNIKGEDESWDFGTGAGFYVDATEDPWKTNYRMYSYVTEELPQLINANFPVDPQRMSIFGHSMGGHGALICALKNPGKYKSVSAFAPICNPVLCPWGKKAFSGYLGTDQSKWKAYDATHLVKSYPGSQLDILIDQGKDDQFLLDGQLLPDNFIAACTEKKIPVVFRLQEGYDHSYYFIATFITDHIRHHAKYLNA*MALKQISSNKCFGGLQKVFEHDSVELNCKMKFAVYLPPKAETGKCP.... Result: 0 (the proteins do not interact). (3) Protein 1 (ENSG00000028310) has sequence MMTGQTMSERGTKKRKRRRRRSPRRRSIWTMRKEGSERKRRSGSERGSTVTRRERLTTLILGRRWRWSRPQIGQSERAGHSQFSVELKML*MGKKHKKHKAEWRSSYEDYADKPLEKPLKLVLKVGGSEVTELSGSGHDSSYYDDRSDHERERHKEKKKKKKKKSEKEKHLDDEERRKRKEEKKRKREREHCDTEGEADDFDPGKKVEVEPPPDRPVRACRTQPAENESTPIQQLLEHFLRQLQRKDPHGFFAFPVTDAIAPGYSMIIKHPMDFGTMKDKIVANEYKSVTEFKADFKLMC.... Protein 2 (ENSG00000204209) has sequence MATANSIIVLDDDDEDEAAAQPGPSHPLPNAASPGAEAPSSSEPHGARGSSSSGGKKCYKLENEKLFEEFLELCKMQTADHPEVVPFLYNRQQRAHSLFLASAEFCNILSRVLSRARSRPAKLYVYINELCTVLKAHSAKKKLNLAPAATTSNEPSGNNPPTHLSLDPTNAENTASQSPRTRGSRRQIQRLEQLLALYVAEIRRLQEKELDLSELDDPDSAYLQEARLKRKLIRLFGRLCELKDCSSLTGRVIEQRIPYRGTRYPEVNRRIERLINKPGPDTFPDYGDVLRAVEKAAARH.... Result: 0 (the proteins do not interact). (4) Protein 1 (ENSG00000101901) has sequence MNNHQLELAKQLHKEGHLFYCTCRVLTCPGQAKSIASAPGKCQDSAALTSTAFSGLDFGLLSGYLHKQALVTATHPTCTLLFPSCHAFFPLPLTPTLYKMHKGWKNYCSQKSLNEASMDEYLGSLGLFRKLTAKDASCLFRAISEQLFCSQVHHLEIRKACVSYMRENQQTFESYVEGSFEKYLERLGDPKESAGQLEIRALSLIYNRDFILYRFPGKPPTYVTDNGYEDKILLCYSSSGHYDSVYSKQFQSSAAVCQAVLYEILYKDVFVVDEEELKTAIKLFRSGSKKNRNNAVTGSE.... Protein 2 (ENSG00000149474) has sequence MDSSIHLSSLISRHDDEATRTSTSEGLEEGEVEGETLLIVESEDQASVDLSHDQSGDSLNSDEGDVSWMEEQLSYFCDKCQKWIPASQLREQLSYLKGDNFFRFTCSDCSADGKEQYERLKLTWQQVVMLAMYNLSLEGSGRQGYFRWKEDICAFIEKHWTFLLGNRKKTSTWWSTVAGCLSVGSPMYFRSGAQEFGEPGWWKLVHNKPPTMKPEGEKLSASTLKIKASKPTLDPIITVEGLRKRASRNPVESAMELKEKRSRTQEAKDIRRAQKEAAGFLDRSTSSTPVKFISRGRRPD.... Result: 0 (the proteins do not interact). (5) Protein 1 (ENSG00000125868) has sequence MASGVQVADEVCRIFYDMKVRKCSTPEEIKKRKKAVIFCLSADKKCIIVEEGKEILVGDVGVTITDPFKHFVGMLPEKDCRYALYDASFETKESRKEELMFFLWAPELAPLKSKMIYASSKDAIKKKFQGIKHECQANGPEDLNRACIAEKLGGSLIVAFEGCPV*MASGVQVADEVCRIFYDMKVRKCSTPEEIKKRKKAVIFCLSADKKCIIVEEGKEILVGDVGVTITDPFKHFVGMLPEKDCRYALYDASFETKESRKEELMFFLWAPELAPLKSKMIYASSKDAIKKKFQGKCTH.... Protein 2 (ENSG00000164535) has sequence MPGMVLFGRRWAIASDDLVFPGFFELVVRVLWWIGILTLYLMHRGKLDCAGGALLSSYLIVLMILLAVVICTVSAIMCVSMRGTICNPGPRKSMSKLLYIRLALFFPEMVWASLGAAWVADGVQCDRTVVNGIIATVVVSWIIIAATVVSIIIVFDPLGGKMAPYSSAGPSHLDSHDSSQLLNGLKTAATSVWETRIKLLCCCIGKDDHTRVAFSSTAELFSTYFSDTDLVPSDIAAGLALLHQQQDNIRNNQEPAQVVCHAPGSSQEADLDAELENCHHYMQFAAAAYGWPLYIYRNPL.... Result: 0 (the proteins do not interact). (6) Protein 1 (ENSG00000128683) has sequence MASSTPSSSATSSNAGADPNTTNLRPTTYDTWCGVAHGCTRKLGLKICGFLQRTNSLEEKSRLVSAFKERQSSKNLLSCENSDRDARFRRTETDFSNLFARDLLPAKNGEEQTVQFLLEVVDILLNYVRKTFDRSTKVLDFHHPHQLLEGMEGFNLELSDHPESLEQILVDCRDTLKYGVRTGHPRFFNQLSTGLDIIGLAGEWLTSTANTNMPSDMRECWLLR*MASSTPSSSATSSNAGADPNTTNLRPTTYDTWCGVAHGCTRKLGLKICGFLQRTNSLEEKSRLVSAFKERQSSKN.... Protein 2 (ENSG00000162882) has sequence MERRLGVRAWVKENRGSFQPPVCNKLMHQEQLKVMFIGGPNTRKDYHIEEGEEVFYQLEGDMVLRVLEQGKHRDVVIRQGEIFLLPARVPHSPQRFANTVGLVVERRRLETELDGLRYYVGDTMDVLFEKWFYCKDLGTQLAPIIQEFFSSEQYRTGKPIPDQLLKEPPFPLSTRSIMEPMSLDAWLDSHHRELQAGTPLSLFGDTYETQVIAYGQGSSEGLRQNVDVWLWQLEGSSVVTMGGRRLSLAPDDSLLVLAGTSYAWERTQGSVALSVTQDPACKKPLG*MFIGGPNTRKDYH.... Result: 1 (the proteins interact).